Dataset: NCI-60 drug combinations with 297,098 pairs across 59 cell lines. Task: Regression. Given two drug SMILES strings and cell line genomic features, predict the synergy score measuring deviation from expected non-interaction effect. (1) Drug 1: CC1=CC2C(CCC3(C2CCC3(C(=O)C)OC(=O)C)C)C4(C1=CC(=O)CC4)C. Drug 2: CN(CCCl)CCCl.Cl. Cell line: ACHN. Synergy scores: CSS=14.8, Synergy_ZIP=-6.79, Synergy_Bliss=-0.914, Synergy_Loewe=-24.7, Synergy_HSA=-0.229. (2) Drug 1: CC1=C2C(C(=O)C3(C(CC4C(C3C(C(C2(C)C)(CC1OC(=O)C(C(C5=CC=CC=C5)NC(=O)OC(C)(C)C)O)O)OC(=O)C6=CC=CC=C6)(CO4)OC(=O)C)OC)C)OC. Drug 2: CC1C(C(CC(O1)OC2CC(OC(C2O)C)OC3=CC4=CC5=C(C(=O)C(C(C5)C(C(=O)C(C(C)O)O)OC)OC6CC(C(C(O6)C)O)OC7CC(C(C(O7)C)O)OC8CC(C(C(O8)C)O)(C)O)C(=C4C(=C3C)O)O)O)O. Cell line: U251. Synergy scores: CSS=45.4, Synergy_ZIP=18.4, Synergy_Bliss=16.3, Synergy_Loewe=-6.24, Synergy_HSA=17.3.